This data is from Reaction yield outcomes from USPTO patents with 853,638 reactions. The task is: Predict the reaction yield, written as a fraction of the theoretical maximum amount of product (1.0 means a 100% yield; for example, 0.34 means a 34% yield). (1) The reactants are Cl.[Cl:2][C:3]1[C:12]2[C:7](=[CH:8][C:9]([F:14])=[C:10]([I:13])[CH:11]=2)[N:6]=[CH:5][N:4]=1.O1CCOCC1.Cl.[CH2:22]([O:29][C:30]1[CH:36]=[CH:35][C:33]([NH2:34])=[CH:32][CH:31]=1)[C:23]1[CH:28]=[CH:27][CH:26]=[CH:25][CH:24]=1. The catalyst is ClCCl. The product is [ClH:2].[CH2:22]([O:29][C:30]1[CH:31]=[CH:32][C:33]([NH:34][C:3]2[C:12]3[C:7](=[CH:8][C:9]([F:14])=[C:10]([I:13])[CH:11]=3)[N:6]=[CH:5][N:4]=2)=[CH:35][CH:36]=1)[C:23]1[CH:24]=[CH:25][CH:26]=[CH:27][CH:28]=1. The yield is 0.790. (2) The reactants are [CH3:1][O:2][CH2:3][C@H:4]([CH3:32])[O:5][C:6]1[CH:7]=[C:8]([CH:19]=[C:20]([C:22]2[NH:23][C:24]([C:27]3[S:28][CH:29]=[CH:30][N:31]=3)=[CH:25][CH:26]=2)[CH:21]=1)[O:9][C:10]1[N:11]=[CH:12][C:13]([C:16](O)=[O:17])=[N:14][CH:15]=1.[CH3:33][N:34]1[CH2:39][CH2:38][NH:37][CH2:36][CH2:35]1.CN(C(ON1N=NC2C=CC=NC1=2)=[N+](C)C)C.F[P-](F)(F)(F)(F)F.C(N(CC)C(C)C)(C)C. The catalyst is O1CCCC1.O. The product is [CH3:1][O:2][CH2:3][C@H:4]([CH3:32])[O:5][C:6]1[CH:7]=[C:8]([CH:19]=[C:20]([C:22]2[NH:23][C:24]([C:27]3[S:28][CH:29]=[CH:30][N:31]=3)=[CH:25][CH:26]=2)[CH:21]=1)[O:9][C:10]1[CH:15]=[N:14][C:13]([C:16]([N:37]2[CH2:38][CH2:39][N:34]([CH3:33])[CH2:35][CH2:36]2)=[O:17])=[CH:12][N:11]=1. The yield is 0.980. (3) The reactants are [CH2:1]([N:3]1[CH2:8][C@H:7]([CH3:9])[O:6][C:5](=[O:10])[CH2:4]1)[CH3:2].C[Si]([N-][Si](C)(C)C)(C)C.[Li+].O1CCCC1.C(C1C=CC=CC=1)C.Br[CH2:35][C:36]([O:38][CH3:39])=[O:37]. The catalyst is O1CCCC1. The product is [CH2:1]([N:3]1[CH2:8][C@H:7]([CH3:9])[O:6][C:5](=[O:10])[CH:4]1[CH2:35][C:36]([O:38][CH3:39])=[O:37])[CH3:2]. The yield is 0.670. (4) The reactants are C[Si]([N-][Si](C)(C)C)(C)C.[Na+].O1CCCC1.Cl[C:17]1[C:26]2[C:21](=[CH:22][C:23]([O:29][CH2:30][CH2:31][CH2:32][CH2:33][Cl:34])=[C:24]([O:27][CH3:28])[CH:25]=2)[N:20]=[CH:19][N:18]=1.[Cl:35][C:36]1[CH:44]=[C:43]([C:45]#[C:46][CH2:47][O:48][CH3:49])[C:39]2[O:40][CH2:41][O:42][C:38]=2[C:37]=1[NH2:50].[Cl-].[NH4+]. The catalyst is CN(C)C=O. The product is [Cl:34][CH2:33][CH2:32][CH2:31][CH2:30][O:29][C:23]1[CH:22]=[C:21]2[C:26]([C:17]([NH:50][C:37]3[C:38]4[O:42][CH2:41][O:40][C:39]=4[C:43]([C:45]#[C:46][CH2:47][O:48][CH3:49])=[CH:44][C:36]=3[Cl:35])=[N:18][CH:19]=[N:20]2)=[CH:25][C:24]=1[O:27][CH3:28]. The yield is 0.730. (5) The reactants are [C:1]([OH:11])(=O)/[CH:2]=[CH:3]/[C:4]1[CH:9]=[CH:8][CH:7]=[CH:6][CH:5]=1.[NH2:12][C:13]1[CH:18]=[CH:17][N:16]=[CH:15][CH:14]=1.C1CCC(N=C=NC2CCCCC2)CC1. No catalyst specified. The product is [N:16]1[CH:17]=[CH:18][C:13]([NH:12][C:1](=[O:11])[CH:2]=[CH:3][C:4]2[CH:5]=[CH:6][CH:7]=[CH:8][CH:9]=2)=[CH:14][CH:15]=1. The yield is 0.680. (6) The product is [F:1][C:2]([F:15])([F:14])[S:3]([O:6][C:20]1[C:21]2[CH2:22][CH2:23][N:24]([C:28]([O:30][C:31]([CH3:34])([CH3:33])[CH3:32])=[O:29])[CH2:25][CH2:26][C:27]=2[CH:17]=[CH:18][CH:19]=1)(=[O:5])=[O:4]. The catalyst is N1C=CC=CC=1. The reactants are [F:1][C:2]([F:15])([F:14])[S:3]([O:6]S(C(F)(F)F)(=O)=O)(=[O:5])=[O:4].O[C:17]1[C:27]2[CH2:26][CH2:25][N:24]([C:28]([O:30][C:31]([CH3:34])([CH3:33])[CH3:32])=[O:29])[CH2:23][CH2:22][C:21]=2[CH:20]=[CH:19][CH:18]=1. The yield is 0.900. (7) The reactants are [Br:1][C:2]1[CH:7]=[CH:6][CH:5]=[CH:4][C:3]=1[SH:8].Cl[CH2:10][CH2:11][C:12]([O:14][CH2:15][CH3:16])=[O:13].C([O-])([O-])=O.[K+].[K+]. The catalyst is CC(C)=O. The product is [Br:1][C:2]1[CH:7]=[CH:6][CH:5]=[CH:4][C:3]=1[S:8][CH2:10][CH2:11][C:12]([O:14][CH2:15][CH3:16])=[O:13]. The yield is 0.780.